Dataset: Peptide-MHC class II binding affinity with 134,281 pairs from IEDB. Task: Regression. Given a peptide amino acid sequence and an MHC pseudo amino acid sequence, predict their binding affinity value. This is MHC class II binding data. (1) The binding affinity (normalized) is 0.703. The peptide sequence is YDKFLANVSTVFTGK. The MHC is DRB1_0404 with pseudo-sequence DRB1_0404. (2) The binding affinity (normalized) is 0.377. The MHC is DRB1_0701 with pseudo-sequence DRB1_0701. The peptide sequence is KMIGGIGGFVKVRQYDQILI. (3) The peptide sequence is SGLVWGQKYFKGNFQ. The MHC is DRB1_1302 with pseudo-sequence DRB1_1302. The binding affinity (normalized) is 0.308. (4) The peptide sequence is YDKFLANVSTVLTTK. The MHC is DRB1_1101 with pseudo-sequence DRB1_1101. The binding affinity (normalized) is 0.613. (5) The peptide sequence is EMPSEEGYQDYEPEA. The MHC is HLA-DQA10301-DQB10302 with pseudo-sequence HLA-DQA10301-DQB10302. The binding affinity (normalized) is 0.199. (6) The peptide sequence is GELTIVDKIDAAFKI. The MHC is DRB1_1101 with pseudo-sequence DRB1_1101. The binding affinity (normalized) is 0.575. (7) The peptide sequence is YDKFLANVSTVLTGK. The MHC is HLA-DPA10201-DPB10101 with pseudo-sequence HLA-DPA10201-DPB10101. The binding affinity (normalized) is 0.318. (8) The peptide sequence is GLVHVANNNYDPWTI. The MHC is DRB3_0101 with pseudo-sequence DRB3_0101. The binding affinity (normalized) is 0.372.